Predict the reaction yield, written as a fraction of the theoretical maximum amount of product (1.0 means a 100% yield; for example, 0.34 means a 34% yield). From a dataset of Reaction yield outcomes from USPTO patents with 853,638 reactions. (1) The reactants are [OH-].[Na+].C[O:4][C:5](=[O:30])[CH2:6][CH2:7][C@H:8]([C@@H:10]1[C@:27]2([CH3:28])[C@H:13]([C@H:14]3[C@H:24]([CH2:25][CH2:26]2)[C@:22]2([CH3:23])[C@@H:17]([CH2:18][C@@H:19]([NH2:29])[CH2:20][CH2:21]2)[CH2:16][CH2:15]3)[CH2:12][CH2:11]1)[CH3:9]. The catalyst is CO. The product is [NH2:29][C@H:19]1[CH2:20][CH2:21][C@@:22]2([CH3:23])[C@H:17]([CH2:16][CH2:15][C@@H:14]3[C@@H:24]2[CH2:25][CH2:26][C@@:27]2([CH3:28])[C@H:13]3[CH2:12][CH2:11][C@@H:10]2[C@H:8]([CH3:9])[CH2:7][CH2:6][C:5]([OH:30])=[O:4])[CH2:18]1. The yield is 0.800. (2) The reactants are [C:1]([C:5]1[S:9][C:8]([C:10]([OH:12])=O)=[CH:7][CH:6]=1)([CH3:4])([CH3:3])[CH3:2].CCN(C(C)C)C(C)C.CN(C(ON1N=NC2C=CC=NC1=2)=[N+](C)C)C.F[P-](F)(F)(F)(F)F.Cl.[NH2:47][C@@H:48]([CH2:56][C:57]1[CH:62]=[CH:61][C:60]([Br:63])=[CH:59][CH:58]=1)[C:49]([NH:51][S:52]([CH3:55])(=[O:54])=[O:53])=[O:50]. The yield is 0.560. The catalyst is CN(C=O)C.O. The product is [Br:63][C:60]1[CH:61]=[CH:62][C:57]([CH2:56][C@H:48]([NH:47][C:10]([C:8]2[S:9][C:5]([C:1]([CH3:2])([CH3:3])[CH3:4])=[CH:6][CH:7]=2)=[O:12])[C:49]([NH:51][S:52]([CH3:55])(=[O:54])=[O:53])=[O:50])=[CH:58][CH:59]=1. (3) The reactants are [CH3:1][C:2]1[N:3]([C:31]2[CH:42]=[CH:41][C:34]([O:35][CH:36]([CH3:40])[C:37]([NH2:39])=O)=[CH:33][CH:32]=2)[C:4](=[O:30])[C:5]([CH2:11][C:12]2[CH:17]=[CH:16][C:15]([C:18]3[CH:23]=[CH:22][CH:21]=[CH:20][C:19]=3[C:24]3[NH:28][C:27](=[O:29])[O:26][N:25]=3)=[CH:14][CH:13]=2)=[C:6]([CH2:8][CH2:9][CH3:10])[N:7]=1.C(N(CC)CC)C.FC(F)(F)C(OC(=O)C(F)(F)F)=O.C(OCC)(=O)C. The catalyst is C(#N)C.O. The product is [CH3:1][C:2]1[N:3]([C:31]2[CH:32]=[CH:33][C:34]([O:35][CH:36]([CH3:40])[C:37]#[N:39])=[CH:41][CH:42]=2)[C:4](=[O:30])[C:5]([CH2:11][C:12]2[CH:13]=[CH:14][C:15]([C:18]3[CH:23]=[CH:22][CH:21]=[CH:20][C:19]=3[C:24]3[NH:28][C:27](=[O:29])[O:26][N:25]=3)=[CH:16][CH:17]=2)=[C:6]([CH2:8][CH2:9][CH3:10])[N:7]=1. The yield is 0.640. (4) The reactants are [CH:1]([S:4]([C:7]1[CH:20]=[CH:19][C:10]([NH:11][CH2:12][CH2:13][N:14]2[CH2:18][CH2:17][CH2:16][CH2:15]2)=[C:9]([N+:21]([O-])=O)[CH:8]=1)(=[O:6])=[O:5])([CH3:3])[CH3:2].C(O)(=O)C. The catalyst is C(OCC)(=O)C.[C].[Pd]. The product is [NH2:21][C:9]1[CH:8]=[C:7]([S:4]([CH:1]([CH3:2])[CH3:3])(=[O:5])=[O:6])[CH:20]=[CH:19][C:10]=1[NH:11][CH2:12][CH2:13][N:14]1[CH2:18][CH2:17][CH2:16][CH2:15]1. The yield is 0.520. (5) The reactants are FC(F)(F)S(O[C:7]1[CH:11]=[C:10]([C:12]2[CH:17]=[CH:16][C:15]([Cl:18])=[CH:14][CH:13]=2)[N:9]([C:19]2[CH:24]=[CH:23][CH:22]=[CH:21][C:20]=2[O:25][CH3:26])[N:8]=1)(=O)=O.CC1(C)COB([C:36]2[C:37]([CH3:44])([CH3:43])[O:38][C:39]([CH3:42])([CH3:41])[CH:40]=2)OC1.C(=O)([O-])[O-].[Na+].[Na+]. The catalyst is CN(C=O)C.C1C=CC([P]([Pd]([P](C2C=CC=CC=2)(C2C=CC=CC=2)C2C=CC=CC=2)([P](C2C=CC=CC=2)(C2C=CC=CC=2)C2C=CC=CC=2)[P](C2C=CC=CC=2)(C2C=CC=CC=2)C2C=CC=CC=2)(C2C=CC=CC=2)C2C=CC=CC=2)=CC=1. The product is [Cl:18][C:15]1[CH:16]=[CH:17][C:12]([C:10]2[N:9]([C:19]3[CH:24]=[CH:23][CH:22]=[CH:21][C:20]=3[O:25][CH3:26])[N:8]=[C:7]([C:36]3[C:37]([CH3:44])([CH3:43])[O:38][C:39]([CH3:42])([CH3:41])[CH:40]=3)[CH:11]=2)=[CH:13][CH:14]=1. The yield is 0.780. (6) The reactants are [CH2:1]([O:3][C:4](=[O:26])[C:5]([C:7]1[C:15]2[C:10](=[CH:11][C:12]([O:16]CC3C=CC=CC=3)=[CH:13][CH:14]=2)[N:9]([CH2:24][CH3:25])[CH:8]=1)=O)[CH3:2]. The catalyst is O1CCOCC1. The product is [CH2:1]([O:3][C:4](=[O:26])[CH2:5][C:7]1[C:15]2[C:10](=[CH:11][C:12]([OH:16])=[CH:13][CH:14]=2)[N:9]([CH2:24][CH3:25])[CH:8]=1)[CH3:2]. The yield is 0.950.